From a dataset of Catalyst prediction with 721,799 reactions and 888 catalyst types from USPTO. Predict which catalyst facilitates the given reaction. (1) Reactant: ClCCl.C([O-])(=O)C.[K+].[B:18]1([B:18]2[O:22][C:21]([CH3:24])([CH3:23])[C:20]([CH3:26])([CH3:25])[O:19]2)[O:22][C:21]([CH3:24])([CH3:23])[C:20]([CH3:26])([CH3:25])[O:19]1.Br[C:28]1[CH:29]=[C:30]([C:37]([F:40])([F:39])[F:38])[C:31]([O:34][CH2:35][CH3:36])=[N:32][CH:33]=1. Product: [CH2:35]([O:34][C:31]1[C:30]([C:37]([F:40])([F:38])[F:39])=[CH:29][C:28]([B:18]2[O:19][C:20]([CH3:25])([CH3:26])[C:21]([CH3:23])([CH3:24])[O:22]2)=[CH:33][N:32]=1)[CH3:36]. The catalyst class is: 418. (2) Reactant: [CH2:1]([O:8][C:9](=[O:46])[CH2:10][C@@H:11]([NH:38][C:39](OC(C)(C)C)=[O:40])[C:12]([N:14]1[CH2:19][CH2:18][CH2:17][CH:16]([CH2:20][O:21][C:22]2[CH:27]=[CH:26][C:25]([C:28]3[CH:33]=[C:32]([F:34])[C:31]([F:35])=[CH:30][C:29]=3[O:36][CH3:37])=[CH:24][CH:23]=2)[CH2:15]1)=[O:13])[C:2]1[CH:7]=[CH:6][CH:5]=[CH:4][CH:3]=1.Cl.[CH2:48](N(CC)CC)C.C(OC(=O)C)(=O)C. Product: [CH2:1]([O:8][C:9](=[O:46])[CH2:10][C@@H:11]([NH:38][C:39](=[O:40])[CH3:48])[C:12]([N:14]1[CH2:19][CH2:18][CH2:17][CH:16]([CH2:20][O:21][C:22]2[CH:23]=[CH:24][C:25]([C:28]3[CH:33]=[C:32]([F:34])[C:31]([F:35])=[CH:30][C:29]=3[O:36][CH3:37])=[CH:26][CH:27]=2)[CH2:15]1)=[O:13])[C:2]1[CH:3]=[CH:4][CH:5]=[CH:6][CH:7]=1. The catalyst class is: 346. (3) Reactant: [Cl:1][C:2]1[CH:3]=[C:4]([C:8]2[C:13]([O:14][CH3:15])=[CH:12][CH:11]=[C:10]([C:16]([C:18]3[CH:23]=[CH:22][C:21]([N+:24]([O-])=O)=[CH:20][CH:19]=3)=[O:17])[CH:9]=2)[CH:5]=[CH:6][CH:7]=1.[NH4+].[Cl-]. Product: [NH2:24][C:21]1[CH:20]=[CH:19][C:18]([C:16]([C:10]2[CH:9]=[C:8]([C:4]3[CH:5]=[CH:6][CH:7]=[C:2]([Cl:1])[CH:3]=3)[C:13]([O:14][CH3:15])=[CH:12][CH:11]=2)=[O:17])=[CH:23][CH:22]=1. The catalyst class is: 150. (4) Reactant: [CH:1]([C:4]1[CH:5]=[C:6]2[C:11](=[C:12]([C:14]3[CH:19]=[CH:18][CH:17]=[C:16]([CH:20]=[CH2:21])[CH:15]=3)[CH:13]=1)[N:10]=[CH:9][CH:8]=[CH:7]2)([CH3:3])[CH3:2].[N+](=[C:24]([C:32]1[CH:37]=[CH:36][C:35]([Cl:38])=[CH:34][CH:33]=1)[C:25]1[CH:30]=[CH:29][C:28]([Cl:31])=[CH:27][CH:26]=1)=[N-]. Product: [Cl:31][C:28]1[CH:29]=[CH:30][C:25]([C:24]2([C:32]3[CH:37]=[CH:36][C:35]([Cl:38])=[CH:34][CH:33]=3)[CH2:21][CH:20]2[C:16]2[CH:15]=[C:14]([C:12]3[CH:13]=[C:4]([CH:1]([CH3:2])[CH3:3])[CH:5]=[C:6]4[C:11]=3[N:10]=[CH:9][CH:8]=[CH:7]4)[CH:19]=[CH:18][CH:17]=2)=[CH:26][CH:27]=1. The catalyst class is: 48. (5) Reactant: [N+:1]([C:4]1[CH:9]=[CH:8][CH:7]=[C:6]([CH:10]([CH2:15][N+:16]([O-])=O)[CH2:11][N+:12]([O-])=O)[CH:5]=1)([O-])=O.[H][H]. Product: [NH2:1][C:4]1[CH:5]=[C:6]([CH:10]([CH2:15][NH2:16])[CH2:11][NH2:12])[CH:7]=[CH:8][CH:9]=1. The catalyst class is: 603. (6) Reactant: C([N:8]1[CH2:12][CH2:11][C:10]([C:17]2[CH:22]=[C:21]([Cl:23])[C:20]([Cl:24])=[C:19]([Cl:25])[CH:18]=2)([C:13]([F:16])([F:15])[F:14])[CH2:9]1)C1C=CC=CC=1.ClC(OC(Cl)C)=O.O. Product: [Cl:25][C:19]1[CH:18]=[C:17]([C:10]2([C:13]([F:16])([F:15])[F:14])[CH2:11][CH2:12][NH:8][CH2:9]2)[CH:22]=[C:21]([Cl:23])[C:20]=1[Cl:24]. The catalyst class is: 525. (7) Reactant: C(OC([N:8]1[CH2:11][CH:10]([CH2:12][O:13][C:14]2[CH:19]=[C:18]([NH:20][C:21]([C:23]3[C:24]([NH:29][CH2:30][C:31]4[CH:36]=[CH:35][C:34]([F:37])=[CH:33][CH:32]=4)=[N:25][CH:26]=[CH:27][CH:28]=3)=[O:22])[CH:17]=[CH:16][C:15]=2[Cl:38])[CH2:9]1)=O)(C)(C)C. Product: [NH:8]1[CH2:11][CH:10]([CH2:12][O:13][C:14]2[CH:19]=[C:18]([NH:20][C:21](=[O:22])[C:23]3[CH:28]=[CH:27][CH:26]=[N:25][C:24]=3[NH:29][CH2:30][C:31]3[CH:32]=[CH:33][C:34]([F:37])=[CH:35][CH:36]=3)[CH:17]=[CH:16][C:15]=2[Cl:38])[CH2:9]1. The catalyst class is: 137. (8) The catalyst class is: 21. Product: [I:1][C:2]1[CH:7]=[C:6]([O:8][CH3:9])[C:5]([I:10])=[CH:4][C:3]=1[O:11][CH2:19][C:20]#[N:21]. Reactant: [I:1][C:2]1[CH:7]=[C:6]([O:8][CH3:9])[C:5]([I:10])=[CH:4][C:3]=1[OH:11].C(=O)([O-])[O-].[K+].[K+].Br[CH2:19][C:20]#[N:21]. (9) Reactant: Br[C:2]1[N:7]=[CH:6][C:5]([CH:8]([OH:13])[C:9]([F:12])([F:11])[F:10])=[CH:4][CH:3]=1.[CH3:14][N:15]1[CH:19]=[C:18](B2OC(C)(C)C(C)(C)O2)[CH:17]=[N:16]1.C(=O)([O-])[O-].[Cs+].[Cs+].C1(P(C2CCCCC2)C2CCCCC2)CCCCC1. Product: [F:10][C:9]([F:12])([F:11])[CH:8]([C:5]1[CH:6]=[N:7][C:2]([C:18]2[CH:17]=[N:16][N:15]([CH3:14])[CH:19]=2)=[CH:3][CH:4]=1)[OH:13]. The catalyst class is: 488.